Dataset: Full USPTO retrosynthesis dataset with 1.9M reactions from patents (1976-2016). Task: Predict the reactants needed to synthesize the given product. (1) Given the product [CH2:1]([O:3][C:4](=[O:15])[C:5]1[CH:6]=[C:7]([N+:12]([O-:14])=[O:13])[C:8]([NH2:11])=[C:9]([I:16])[CH:10]=1)[CH3:2], predict the reactants needed to synthesize it. The reactants are: [CH2:1]([O:3][C:4](=[O:15])[C:5]1[CH:10]=[CH:9][C:8]([NH2:11])=[C:7]([N+:12]([O-:14])=[O:13])[CH:6]=1)[CH3:2].[I:16]I. (2) Given the product [CH3:1][C:2]1[N:17]([CH:18]2[CH2:23][CH2:22][C:21](=[O:24])[NH:20][C:19]2=[O:25])[C:4](=[O:15])[C:5]2[C:6](=[CH:8][CH:9]=[CH:10][C:11]=2[N+:12]([O-:14])=[O:13])[N:7]=1, predict the reactants needed to synthesize it. The reactants are: [CH3:1][C:2]1O[C:4](=[O:15])[C:5]2[C:11]([N+:12]([O-:14])=[O:13])=[CH:10][CH:9]=[CH:8][C:6]=2[N:7]=1.Cl.[NH2:17][CH:18]1[CH2:23][CH2:22][C:21](=[O:24])[NH:20][C:19]1=[O:25].CCCP1(OP(CCC)(=O)OP(CCC)(=O)O1)=O.O. (3) Given the product [Br:1][C:2]1[C:7](=[O:8])[N:6]2[C:9]([CH3:13])=[CH:10][CH:11]=[CH:12][C:5]2=[N:4][C:3]=1[CH:14]([N:40]1[C:36](=[O:46])[C:37]2[C:38](=[CH:42][CH:43]=[CH:44][CH:45]=2)[C:39]1=[O:41])[CH3:15], predict the reactants needed to synthesize it. The reactants are: [Br:1][C:2]1[C:7](=[O:8])[N:6]2[C:9]([CH3:13])=[CH:10][CH:11]=[CH:12][C:5]2=[N:4][C:3]=1[CH:14](O)[CH3:15].C1(P(C2C=CC=CC=2)C2C=CC=CC=2)C=CC=CC=1.[C:36]1(=[O:46])[NH:40][C:39](=[O:41])[C:38]2=[CH:42][CH:43]=[CH:44][CH:45]=[C:37]12.N(C(OC(C)C)=O)=NC(OC(C)C)=O. (4) The reactants are: [C-:1]#[N:2].[K+].CS(O[CH2:9][CH2:10][CH:11]([C:24]1[CH:29]=[CH:28][C:27]([Cl:30])=[CH:26][C:25]=1[F:31])[C:12]1[C:20]2[C:15](=[C:16]([CH2:21][S:22][CH3:23])[CH:17]=[CH:18][CH:19]=2)[NH:14][CH:13]=1)(=O)=O. Given the product [Cl:30][C:27]1[CH:28]=[CH:29][C:24]([CH:11]([C:12]2[C:20]3[C:15](=[C:16]([CH2:21][S:22][CH3:23])[CH:17]=[CH:18][CH:19]=3)[NH:14][CH:13]=2)[CH2:10][CH2:9][C:1]#[N:2])=[C:25]([F:31])[CH:26]=1, predict the reactants needed to synthesize it. (5) Given the product [CH2:1]([N:3]1[C:12]2[CH:11]=[CH:10][C:9]([C:13]3[S:14][C:15]([CH2:18][N:19]4[CH2:20][CH2:21][CH2:22][CH2:23]4)=[CH:16][CH:17]=3)=[CH:8][C:7]=2[C:6]2=[N:24][NH:25][C:26]([CH3:27])=[C:5]2[C:4]1=[O:34])[CH3:2], predict the reactants needed to synthesize it. The reactants are: [CH2:1]([N:3]1[C:12]2[CH:11]=[CH:10][C:9]([C:13]3[S:14][C:15]([CH2:18][N:19]4[CH2:23][CH2:22][CH2:21][CH2:20]4)=[CH:16][CH:17]=3)=[CH:8][C:7]=2[C:6]2=[N:24][N:25](C3CCCCO3)[C:26]([CH3:27])=[C:5]2[C:4]1=[O:34])[CH3:2].Cl.